This data is from Forward reaction prediction with 1.9M reactions from USPTO patents (1976-2016). The task is: Predict the product of the given reaction. (1) Given the reactants [CH2:1]([O:4][C:5]([N:7]1[C:11]([CH2:12][NH:13][C:14](=[O:44])[CH2:15][C:16]2[CH:21]=[CH:20][C:19]([C:22]3[CH2:28][C@H:27]4[N:24]([C:25](=[O:36])[C@@H:26]4[C@H:29]([O:31][Si](C)(C)C)[CH3:30])[C:23]=3[C:37]([O:39][CH2:40][CH:41]=[CH2:42])=[O:38])=[CH:18][C:17]=2[Cl:43])=[CH:10][N:9]=[CH:8]1)=[O:6])[CH:2]=[CH2:3].Cl.C(=O)(O)[O-], predict the reaction product. The product is: [CH2:1]([O:4][C:5]([N:7]1[C:11]([CH2:12][NH:13][C:14](=[O:44])[CH2:15][C:16]2[CH:21]=[CH:20][C:19]([C:22]3[CH2:28][C@H:27]4[N:24]([C:25](=[O:36])[C@@H:26]4[C@H:29]([OH:31])[CH3:30])[C:23]=3[C:37]([O:39][CH2:40][CH:41]=[CH2:42])=[O:38])=[CH:18][C:17]=2[Cl:43])=[CH:10][N:9]=[CH:8]1)=[O:6])[CH:2]=[CH2:3]. (2) The product is: [C:11]([O:10][C:9]([N:8]([C@H:16]1[CH2:24][CH2:23][CH2:22][C@H:21]([O:25][CH2:26][CH:27]([CH3:28])[CH3:29])[C@@H:20]([OH:30])[C@H:19]([CH3:31])[O:18][C:17]1=[O:32])[C:6](=[O:7])[O:5][C:1]([CH3:4])([CH3:3])[CH3:2])=[O:15])([CH3:12])([CH3:13])[CH3:14]. Given the reactants [C:1]([O:5][C:6]([N:8]([C@H:16]1[CH2:24][CH2:23][CH2:22][C@H:21]([O:25][CH2:26][C:27]([CH3:29])=[CH2:28])[C@@H:20]([OH:30])[C@H:19]([CH3:31])[O:18][C:17]1=[O:32])[C:9](=[O:15])[O:10][C:11]([CH3:14])([CH3:13])[CH3:12])=[O:7])([CH3:4])([CH3:3])[CH3:2], predict the reaction product. (3) Given the reactants [Cl:1][C:2]1[CH:7]=[CH:6][C:5]([C:8]2[N:9]=[C:10]([C:13]3([CH2:19][NH2:20])[CH2:18][CH2:17][O:16][CH2:15][CH2:14]3)[S:11][CH:12]=2)=[CH:4][CH:3]=1.[F:21][C:22]([F:38])([F:37])[C:23]1[O:27][N:26]=[C:25]([C:28]2[CH:29]=[C:30]([CH:34]=[CH:35][CH:36]=2)[C:31](O)=[O:32])[N:24]=1, predict the reaction product. The product is: [Cl:1][C:2]1[CH:7]=[CH:6][C:5]([C:8]2[N:9]=[C:10]([C:13]3([CH2:19][NH:20][C:31](=[O:32])[C:30]4[CH:34]=[CH:35][CH:36]=[C:28]([C:25]5[N:24]=[C:23]([C:22]([F:38])([F:37])[F:21])[O:27][N:26]=5)[CH:29]=4)[CH2:14][CH2:15][O:16][CH2:17][CH2:18]3)[S:11][CH:12]=2)=[CH:4][CH:3]=1. (4) Given the reactants [CH2:1]([C:3]1[CH:8]=[CH:7][C:6]([C:9]2[CH:14]=[CH:13][C:12]([C:15]3[Se:19][C:18]([CH:20]=O)=[CH:17][CH:16]=3)=[C:11]([F:22])[C:10]=2F)=[CH:5][CH:4]=1)[CH3:2].[CH3:24][C:25](C)([O-])C.[K+].O.Cl, predict the reaction product. The product is: [CH2:1]([C:3]1[CH:8]=[CH:7][C:6]([C:9]2[CH:14]=[CH:13][C:12]([C:15]3[Se:19][C:18]([CH:20]=[CH:24][CH3:25])=[CH:17][CH:16]=3)=[C:11]([F:22])[CH:10]=2)=[CH:5][CH:4]=1)[CH3:2].